From a dataset of Forward reaction prediction with 1.9M reactions from USPTO patents (1976-2016). Predict the product of the given reaction. Given the reactants [F:1][C:2]1[CH:7]=[CH:6][C:5]([NH:8][CH:9]([C:11]2[CH:12]=[C:13]([C:28](O)=[O:29])[CH:14]=[C:15]3[C:20]=2[O:19][C:18]([N:21]2[CH2:26][CH2:25][O:24][CH2:23][CH2:22]2)=[CH:17][C:16]3=[O:27])[CH3:10])=[CH:4][CH:3]=1.[CH3:31][NH:32][CH3:33], predict the reaction product. The product is: [F:1][C:2]1[CH:3]=[CH:4][C:5]([NH:8][CH:9]([C:11]2[CH:12]=[C:13]([C:28]([N:32]([CH3:33])[CH3:31])=[O:29])[CH:14]=[C:15]3[C:20]=2[O:19][C:18]([N:21]2[CH2:22][CH2:23][O:24][CH2:25][CH2:26]2)=[CH:17][C:16]3=[O:27])[CH3:10])=[CH:6][CH:7]=1.